From a dataset of Peptide-MHC class II binding affinity with 134,281 pairs from IEDB. Regression. Given a peptide amino acid sequence and an MHC pseudo amino acid sequence, predict their binding affinity value. This is MHC class II binding data. (1) The peptide sequence is AWMSAAATQAEQAAT. The MHC is DRB1_0405 with pseudo-sequence DRB1_0405. The binding affinity (normalized) is 0.799. (2) The peptide sequence is KLVLDIKYTRPGDSL. The MHC is HLA-DQA10104-DQB10503 with pseudo-sequence HLA-DQA10104-DQB10503. The binding affinity (normalized) is 0. (3) The peptide sequence is SRPYNIYPHGITDVRPLYSR. The MHC is DRB1_0403 with pseudo-sequence QEFFIASGAAVDAIMEVHFDYYDLQRETYHVVFT. The binding affinity (normalized) is 0.382. (4) The binding affinity (normalized) is 0.561. The peptide sequence is YDKFLANVSTVLTWK. The MHC is DRB1_1101 with pseudo-sequence DRB1_1101. (5) The peptide sequence is QGVADAYITLVTLPK. The MHC is HLA-DQA10401-DQB10402 with pseudo-sequence HLA-DQA10401-DQB10402. The binding affinity (normalized) is 0.434. (6) The binding affinity (normalized) is 0.637. The peptide sequence is EKKYFAATQMEPLAA. The MHC is HLA-DPA10201-DPB10501 with pseudo-sequence HLA-DPA10201-DPB10501.